Dataset: Reaction yield outcomes from USPTO patents with 853,638 reactions. Task: Predict the reaction yield, written as a fraction of the theoretical maximum amount of product (1.0 means a 100% yield; for example, 0.34 means a 34% yield). (1) The reactants are [CH2:1]([O:8][C:9](=[O:18])[CH:10]([C:12]1[CH:17]=[CH:16][CH:15]=[CH:14][CH:13]=1)[CH3:11])[C:2]1[CH:7]=[CH:6][CH:5]=[CH:4][CH:3]=1.[CH2:19](Br)[CH:20]=[CH2:21].[I-].[Li+].C[Si](C)(C)[N-][Si](C)(C)C.[Li+]. The catalyst is O1CCCC1. The product is [CH3:11][C:10]([C:12]1[CH:17]=[CH:16][CH:15]=[CH:14][CH:13]=1)([CH2:21][CH:20]=[CH2:19])[C:9]([O:8][CH2:1][C:2]1[CH:3]=[CH:4][CH:5]=[CH:6][CH:7]=1)=[O:18]. The yield is 0.990. (2) The reactants are [OH:1][C:2]1[CH:7]=[C:6]([CH3:8])[C:5]([C:9]2[CH:14]=[CH:13][CH:12]=[C:11]([CH:15]=[O:16])[CH:10]=2)=[C:4]([CH3:17])[CH:3]=1.N1C=CN=C1.[C:23]([Si:27]([CH3:30])([CH3:29])Cl)([CH3:26])([CH3:25])[CH3:24]. The catalyst is CN(C)C=O.C(OCC)(=O)C. The product is [Si:27]([O:1][C:2]1[CH:7]=[C:6]([CH3:8])[C:5]([C:9]2[CH:14]=[CH:13][CH:12]=[C:11]([CH:15]=[O:16])[CH:10]=2)=[C:4]([CH3:17])[CH:3]=1)([C:23]([CH3:26])([CH3:25])[CH3:24])([CH3:30])[CH3:29]. The yield is 0.770. (3) The reactants are [CH3:1][N:2]([S:20]([C:23]1[S:24][CH:25]=[CH:26][CH:27]=1)(=[O:22])=[O:21])[C:3]1[CH:4]=[CH:5][CH:6]=[C:7]2[C:11]=1[NH:10][C:9]([C:12]1[S:13][CH:14]([C:17]([OH:19])=[O:18])[CH2:15][N:16]=1)=[CH:8]2.N1(O)C2C=CC=C[C:31]=2N=N1.Cl.CN(C)CCCN=C=NCC.C(O)(=O)CC(CC(O)=O)(C(O)=O)O. The catalyst is CN(C)C=O.CN(C1C=CN=CC=1)C.CO. The product is [CH3:1][N:2]([S:20]([C:23]1[S:24][CH:25]=[CH:26][CH:27]=1)(=[O:22])=[O:21])[C:3]1[CH:4]=[CH:5][CH:6]=[C:7]2[C:11]=1[NH:10][C:9]([C:12]1[S:13][CH:14]([C:17]([O:19][CH3:31])=[O:18])[CH2:15][N:16]=1)=[CH:8]2. The yield is 0.650.